This data is from Forward reaction prediction with 1.9M reactions from USPTO patents (1976-2016). The task is: Predict the product of the given reaction. (1) Given the reactants [C:1]([C:3]1[C:8](=[O:9])[NH:7][C:6]([CH3:13])([C:10]([OH:12])=O)[CH2:5][C:4]=1[C:14]1[CH:19]=[CH:18][C:17]([CH3:20])=[CH:16][CH:15]=1)#[N:2].[CH3:21][NH:22][O:23][CH3:24].C(Cl)CCl.CN1CCOCC1, predict the reaction product. The product is: [C:1]([C:3]1[C:8](=[O:9])[NH:7][C:6]([CH3:13])([C:10]([N:22]([O:23][CH3:24])[CH3:21])=[O:12])[CH2:5][C:4]=1[C:14]1[CH:19]=[CH:18][C:17]([CH3:20])=[CH:16][CH:15]=1)#[N:2]. (2) Given the reactants [CH:1]1([C:4]2[N:9]=[C:8]([OH:10])[CH:7]=[C:6]([OH:11])[CH:5]=2)[CH2:3][CH2:2]1.[N+:12]([O-])([OH:14])=[O:13], predict the reaction product. The product is: [CH:1]1([C:4]2[N:9]=[C:8]([OH:10])[C:7]([N+:12]([O-:14])=[O:13])=[C:6]([OH:11])[CH:5]=2)[CH2:3][CH2:2]1. (3) Given the reactants [Si:1]([O:8][C@@H:9]1[CH2:10][CH2:11][O:12][CH2:13][CH:14]=[CH:15]1)([C:4]([CH3:7])([CH3:6])[CH3:5])([CH3:3])[CH3:2].O1CCCC[C@@H](O)C1, predict the reaction product. The product is: [Si:1]([O:8][C@H:9]1[CH2:15][CH2:14][CH2:13][O:12][CH2:11][CH2:10]1)([C:4]([CH3:7])([CH3:6])[CH3:5])([CH3:3])[CH3:2]. (4) The product is: [Cl:1][C:2]1[CH:10]=[CH:9][C:8]2[N:7]([CH2:25][CH2:24][C:22]3[CH:21]=[N:20][CH:19]=[C:18]([C:17]([F:27])([F:16])[F:26])[CH:23]=3)[C:6]3[CH2:11][CH2:12][N:13]([CH3:15])[CH2:14][C:5]=3[C:4]=2[CH:3]=1. Given the reactants [Cl:1][C:2]1[CH:10]=[CH:9][C:8]2[NH:7][C:6]3[CH2:11][CH2:12][N:13]([CH3:15])[CH2:14][C:5]=3[C:4]=2[CH:3]=1.[F:16][C:17]([F:27])([F:26])[C:18]1[CH:19]=[N:20][CH:21]=[C:22]([CH:24]=[CH2:25])[CH:23]=1.O, predict the reaction product. (5) Given the reactants [F:1][C:2]([F:20])([F:19])[C:3]1[CH:4]=[CH:5][C:6]([O:9][C:10]2[CH:18]=[CH:17][C:13]([C:14]([OH:16])=O)=[CH:12][CH:11]=2)=[N:7][CH:8]=1.[CH3:21][O:22][C:23](=[O:43])[CH:24]([NH2:42])[CH2:25][C:26]1[CH:31]=[CH:30][C:29]([C:32]2[CH:37]=[CH:36][C:35]([C:38]([F:41])([F:40])[F:39])=[CH:34][CH:33]=2)=[CH:28][CH:27]=1, predict the reaction product. The product is: [CH3:21][O:22][C:23](=[O:43])[CH:24]([NH:42][C:14](=[O:16])[C:13]1[CH:12]=[CH:11][C:10]([O:9][C:6]2[CH:5]=[CH:4][C:3]([C:2]([F:1])([F:20])[F:19])=[CH:8][N:7]=2)=[CH:18][CH:17]=1)[CH2:25][C:26]1[CH:31]=[CH:30][C:29]([C:32]2[CH:37]=[CH:36][C:35]([C:38]([F:39])([F:41])[F:40])=[CH:34][CH:33]=2)=[CH:28][CH:27]=1. (6) Given the reactants C[O:2][C:3]([C:5]1[CH:10]=[CH:9][C:8]([O:11][CH2:12][C:13]([F:16])([F:15])[F:14])=[CH:7][N:6]=1)=[O:4].[Li+].[OH-], predict the reaction product. The product is: [F:16][C:13]([F:14])([F:15])[CH2:12][O:11][C:8]1[CH:9]=[CH:10][C:5]([C:3]([OH:4])=[O:2])=[N:6][CH:7]=1. (7) Given the reactants [N:1]([CH2:4][C@@H:5]1[C@H:9]([F:10])[CH2:8][N:7]([CH2:11][C:12]2[CH:17]=[CH:16][CH:15]=[CH:14][CH:13]=2)[CH2:6]1)=[N+]=[N-].[H][H], predict the reaction product. The product is: [NH2:1][CH2:4][C@@H:5]1[C@H:9]([F:10])[CH2:8][N:7]([CH2:11][C:12]2[CH:17]=[CH:16][CH:15]=[CH:14][CH:13]=2)[CH2:6]1.